Dataset: Catalyst prediction with 721,799 reactions and 888 catalyst types from USPTO. Task: Predict which catalyst facilitates the given reaction. (1) Reactant: CO[Na].[Na].[Cl:5][C:6]1[CH:23]=[CH:22][C:21]([F:24])=[CH:20][C:7]=1[CH2:8][NH:9][C:10]([NH:12][N:13]=[C:14]([CH3:19])[C:15](OC)=[O:16])=[S:11]. Product: [Cl:5][C:6]1[CH:23]=[CH:22][C:21]([F:24])=[CH:20][C:7]=1[CH2:8][N:9]1[C:15](=[O:16])[C:14]([CH3:19])=[N:13][NH:12][C:10]1=[S:11]. The catalyst class is: 5. (2) Reactant: C(=O)([O-])[O-].[K+].[K+].[CH3:7][O:8][C:9]1[C:14]([N+:15]([O-:17])=[O:16])=[CH:13][CH:12]=[C:11]([C:18]#[C:19][Si](C)(C)C)[N:10]=1. Product: [C:18]([C:11]1[N:10]=[C:9]([O:8][CH3:7])[C:14]([N+:15]([O-:17])=[O:16])=[CH:13][CH:12]=1)#[CH:19]. The catalyst class is: 5. (3) Reactant: [CH2:1]([O:3][C:4]([C:6]1[S:10][C:9]([O:11][C:12]2[CH:17]=[CH:16][CH:15]=[CH:14][CH:13]=2)=[N:8][C:7]=1[CH2:18]Br)=[O:5])[CH3:2].[CH2:20]([O:22][C:23](=[O:37])[CH2:24][NH:25][CH2:26][C:27]1[CH:32]=[CH:31][C:30]([O:33][CH3:34])=[CH:29][C:28]=1[O:35][CH3:36])[CH3:21].C(=O)([O-])[O-].[K+].[K+]. Product: [CH2:1]([O:3][C:4]([C:6]1[S:10][C:9]([O:11][C:12]2[CH:17]=[CH:16][CH:15]=[CH:14][CH:13]=2)=[N:8][C:7]=1[CH2:18][N:25]([CH2:26][C:27]1[CH:32]=[CH:31][C:30]([O:33][CH3:34])=[CH:29][C:28]=1[O:35][CH3:36])[CH2:24][C:23]([O:22][CH2:20][CH3:21])=[O:37])=[O:5])[CH3:2]. The catalyst class is: 9. (4) Reactant: [Cl:1][C:2]1[C:3]2[N:4]([CH:9]=[C:10]([C:12]([OH:14])=O)[N:11]=2)[CH:5]=[C:6]([I:8])[CH:7]=1.[Cl:15][C:16]1[C:17]([C:32](=[N:34]O)[NH2:33])=[CH:18][C:19]([F:31])=[C:20]([CH2:22][CH2:23][C:24]([O:26][C:27]([CH3:30])([CH3:29])[CH3:28])=[O:25])[CH:21]=1.CCN=C=NCCCN(C)C.Cl.O. Product: [Cl:15][C:16]1[C:17]([C:32]2[N:34]=[C:12]([C:10]3[N:11]=[C:3]4[C:2]([Cl:1])=[CH:7][C:6]([I:8])=[CH:5][N:4]4[CH:9]=3)[O:14][N:33]=2)=[CH:18][C:19]([F:31])=[C:20]([CH2:22][CH2:23][C:24]([O:26][C:27]([CH3:28])([CH3:29])[CH3:30])=[O:25])[CH:21]=1. The catalyst class is: 80. (5) Reactant: [C:1]1([C:15]([OH:17])=O)[C:14]2[C:5](=[CH:6][C:7]3[C:12]([CH:13]=2)=[CH:11][CH:10]=[CH:9][CH:8]=3)[CH:4]=[CH:3][CH:2]=1.C[N:19](C=O)C.C(Cl)(=O)C(Cl)=O.[OH-].[NH4+]. Product: [C:1]1([C:15]([NH2:19])=[O:17])[C:14]2[C:5](=[CH:6][C:7]3[C:12]([CH:13]=2)=[CH:11][CH:10]=[CH:9][CH:8]=3)[CH:4]=[CH:3][CH:2]=1. The catalyst class is: 1.